The task is: Regression/Classification. Given a drug SMILES string, predict its absorption, distribution, metabolism, or excretion properties. Task type varies by dataset: regression for continuous measurements (e.g., permeability, clearance, half-life) or binary classification for categorical outcomes (e.g., BBB penetration, CYP inhibition). For this dataset (solubility_aqsoldb), we predict Y.. This data is from Aqueous solubility values for 9,982 compounds from the AqSolDB database. (1) The molecule is CN1CCN(C)CC1. The Y is 0.942 log mol/L. (2) The drug is O=C(O)/C=C/c1cccc(Br)c1. The Y is -2.64 log mol/L. (3) The compound is Cc1ccc2[nH]c(=O)c(=O)[nH]c2c1. The Y is -3.04 log mol/L. (4) The drug is Cc1ncc[nH]1. The Y is 0.512 log mol/L. (5) The Y is -2.01 log mol/L. The molecule is O=S(=O)(O)c1c(Br)c(Br)c(Br)c(Br)c1Br.